From a dataset of Experimentally validated miRNA-target interactions with 360,000+ pairs, plus equal number of negative samples. Binary Classification. Given a miRNA mature sequence and a target amino acid sequence, predict their likelihood of interaction. (1) The miRNA is hsa-miR-3616-3p with sequence CGAGGGCAUUUCAUGAUGCAGGC. The protein sequence of the target gene is MSGFNFGGTGAPAGGFTFGTAKTATTTPATGFSFSASGTGTGGFNFGTPSQPAATTPSTSLFSLTTQTPTTQTPGFNFGTTPASGGTGFSLGISTPKLSLSNAAATPATANTGSFGLGSSTLTNAISSGSTSNQGTAPTGFVFGSSTTSAPSTGSTGFSFTSGSASQPGASGFSLGSVGSSAQPTALSGSPFTPATLVTTTAGATQPAAAAPTAATTSAGSTLFASIAAAPASSSATGLSLPAPVTTAATPSAGTLGFSLKAPGAAPGASTTSTTTTTTTTTTTAAAAAASTTTTGFALS.... Result: 0 (no interaction). (2) The miRNA is mmu-miR-3070-3p with sequence UGGUGCUACCGUCAGGGGUAGA. The protein sequence of the target gene is MTTVVVHVDSKAELTTLLEQWEKDHGSGQDMVPILTRMSELIEKETEEYRKGDPDPFDDRHPGRADPECMLGHLLRILFKNDDFMNALVNAYVMTSREPPLNTAACRLLLDIMPGLETAVVFQEKEGIVENLFKWAREADQPLRTYSTGLLGGAMENQDIAANYRDENSQLVAIVLRRLRELQLQEVALRQDSKRPSPRKLSSEPLLPLDEEAVDMDYGDMAVDVVDGEQESSRDMEISFRLDSSHKTSSRVNSATKPEEGGLKKNKSAKHGDRENFRKAKQKLGFSSSDPDRVFVELSN.... Result: 0 (no interaction). (3) Result: 1 (interaction). The protein sequence of the target gene is MECLRSLPCLLPRAMRLPRRTLCALALDVTSVGPPVAACGRRANLIGRSRAAQLCGPDRLRVAGEVHRFRTSDVSQATLASVAPVFTVTKFDKQGNVTSFERKKTELYQELGLQARDLRFQHVMSITVRNNRIIMRMEYLKAVITPECLLILDYRNLNLEQWLFRELPSQLSGEGQLVTYPLPFEFRAIEALLQYWINTLQGKLSILQPLILETLDALVDPKHSSVDRSKLHILLQNGKSLSELETDIKIFKESILEILDEEELLEELCVSKWSDPQVFEKSSAGIDHAEEMELLLENYY.... The miRNA is hsa-miR-4660 with sequence UGCAGCUCUGGUGGAAAAUGGAG. (4) The miRNA is mmu-miR-3472 with sequence UAAUAGCCAGAAGCUGGAAGGAACC. The protein sequence of the target gene is MFAAGLAPFYASNFSLWSAAYCSSAGPGGCSFPLDPAAVKKPSFCIADILHAGVGDLGAAPEGLAGASAAALTAHLGSVHPHASFQAAARSPLRPTPVVAPSEVPAGFPQRLSPLSAAYHHHHPQQQQQQQQPQQQQPPPPPRAGALQPPASGTRVVPNPHHSGSAPAPSSKDLKFGIDRILSAEFDPKVKEGNTLRDLTSLLTGGRPAGVHLSGLQPSAGQFFASLDPINEASAILSPLNSNPRNSVQHQFQDTFPGPYAVLTKDTMPQTYKRKRSWSRAVFSNLQRKGLEKRFEIQKY.... Result: 0 (no interaction).